The task is: Predict the product of the given reaction.. This data is from Forward reaction prediction with 1.9M reactions from USPTO patents (1976-2016). (1) Given the reactants [N:1]1[CH:6]=[CH:5][CH:4]=[CH:3][C:2]=1[C@H:7]([OH:9])[CH3:8].[CH3:10][S:11](Cl)(=[O:13])=[O:12], predict the reaction product. The product is: [CH3:10][S:11]([O:9][C@@H:7]([C:2]1[CH:3]=[CH:4][CH:5]=[CH:6][N:1]=1)[CH3:8])(=[O:13])=[O:12]. (2) Given the reactants Cl[CH2:2][C:3]1[C:4]([C:8]2[CH:13]=[CH:12][C:11]([C:14]3[CH:19]=[CH:18][CH:17]=[CH:16][CH:15]=3)=[CH:10][CH:9]=2)=[N:5][O:6][CH:7]=1.C(OCC)(=O)[CH2:21][C:22]([O:24]CC)=[O:23].[H-].[Na+].Cl, predict the reaction product. The product is: [C:14]1([C:11]2[CH:12]=[CH:13][C:8]([C:4]3[C:3]([CH2:2][CH2:21][C:22]([OH:24])=[O:23])=[CH:7][O:6][N:5]=3)=[CH:9][CH:10]=2)[CH:19]=[CH:18][CH:17]=[CH:16][CH:15]=1. (3) Given the reactants Cl.[CH3:2][C:3]1[S:12][C:11]2[NH:10][C:9]3[CH:13]=[CH:14][CH:15]=[CH:16][C:8]=3[N:7]=[C:6]([NH2:17])[C:5]=2[CH:4]=1.N.CO, predict the reaction product. The product is: [CH3:2][C:3]1[S:12][C:11]2[NH:10][C:9]3[CH:13]=[CH:14][CH:15]=[CH:16][C:8]=3[N:7]=[C:6]([NH2:17])[C:5]=2[CH:4]=1. (4) Given the reactants [NH2:1][C:2](=[NH:33])[C:3]1[CH:8]=[C:7]([O:9][C:10]2[CH:19]=[C:18]3[C:13]([CH2:14][CH2:15][CH:16]([C:20]([NH:22][C:23]4[CH:28]=[CH:27][CH:26]=[C:25]([C:29]([CH3:32])([CH3:31])[CH3:30])[CH:24]=4)=[O:21])[CH2:17]3)=[CH:12][CH:11]=2)[CH:6]=[CH:5][N:4]=1.[CH2:37]1[O:36][C:38](O)([CH2:40]O)[CH2:37][O:36][C:38]1(O)[CH2:40]O.[Cl-].[NH4+], predict the reaction product. The product is: [C:29]([C:25]1[CH:24]=[C:23]([NH:22][C:20]([CH:16]2[CH2:15][CH2:14][C:13]3[C:18](=[CH:19][C:10]([O:9][C:7]4[CH:6]=[CH:5][N:4]=[C:3]([C:2]5[NH:1][CH:40]=[C:38]([CH2:37][OH:36])[N:33]=5)[CH:8]=4)=[CH:11][CH:12]=3)[CH2:17]2)=[O:21])[CH:28]=[CH:27][CH:26]=1)([CH3:30])([CH3:32])[CH3:31]. (5) Given the reactants [Br:1][C:2]1[N:3]=[C:4]([O:9][CH3:10])[C:5]([NH2:8])=[N:6][CH:7]=1.[Cl:11][C:12]1[CH:17]=[CH:16][C:15]([Cl:18])=[CH:14][C:13]=1[S:19](Cl)(=[O:21])=[O:20], predict the reaction product. The product is: [Br:1][C:2]1[N:3]=[C:4]([O:9][CH3:10])[C:5]([NH:8][S:19]([C:13]2[CH:14]=[C:15]([Cl:18])[CH:16]=[CH:17][C:12]=2[Cl:11])(=[O:21])=[O:20])=[N:6][CH:7]=1. (6) Given the reactants [Cl:1][C:2]1[S:6][C:5]([C:7]2[N:8]=[C:9]([O:17][C:18]3[CH:23]=[CH:22][C:21]([CH2:24][C:25]([O:27][CH3:28])=[O:26])=[CH:20][CH:19]=3)[C:10]3[CH2:16][S:15][CH2:14][CH2:13][C:11]=3[N:12]=2)=[CH:4][CH:3]=1.ClC1C=C(C=CC=1)C(OO)=[O:34], predict the reaction product. The product is: [Cl:1][C:2]1[S:6][C:5]([C:7]2[N:8]=[C:9]([O:17][C:18]3[CH:23]=[CH:22][C:21]([CH2:24][C:25]([O:27][CH3:28])=[O:26])=[CH:20][CH:19]=3)[C:10]3[CH2:16][S:15](=[O:34])[CH2:14][CH2:13][C:11]=3[N:12]=2)=[CH:4][CH:3]=1.